This data is from Full USPTO retrosynthesis dataset with 1.9M reactions from patents (1976-2016). The task is: Predict the reactants needed to synthesize the given product. (1) Given the product [Br:1][C:2]1[CH:3]=[C:4]2[C:9](=[CH:10][CH:11]=1)[N:8]=[C:7]([C:12]1[CH:17]=[CH:16][CH:15]=[C:14]([Cl:18])[CH:13]=1)[N:6]([CH2:19][C:20]([NH:22][C:23]([CH3:25])([CH3:24])[CH3:26])=[O:21])[C:5]2=[O:27], predict the reactants needed to synthesize it. The reactants are: [Br:1][C:2]1[CH:3]=[C:4]2[C:9](=[CH:10][CH:11]=1)[NH:8][CH:7]([C:12]1[CH:17]=[CH:16][CH:15]=[C:14]([Cl:18])[CH:13]=1)[N:6]([CH2:19][C:20]([NH:22][C:23]([CH3:26])([CH3:25])[CH3:24])=[O:21])[C:5]2=[O:27]. (2) The reactants are: [CH2:1]([O:3][C:4]([C:6]1[C:10]([C:11]2[CH:16]=[CH:15][C:14]([Br:17])=[CH:13][CH:12]=2)=[CH:9][S:8][C:7]=1[NH2:18])=[O:5])[CH3:2].Cl[CH:20]([C:26]([O-])=[O:27])[C:21]([O:23][CH2:24][CH3:25])=[O:22]. Given the product [CH2:1]([O:3][C:4]([C:6]1[C:10]([C:11]2[CH:16]=[CH:15][C:14]([Br:17])=[CH:13][CH:12]=2)=[CH:9][S:8][C:7]=1[NH:18][C:26](=[O:27])[CH2:20][C:21]([O:23][CH2:24][CH3:25])=[O:22])=[O:5])[CH3:2], predict the reactants needed to synthesize it. (3) Given the product [CH3:1][O:2][C:3]1[N:4]=[C:5]2[C:14](=[CH:15][CH:16]=1)[N:13]=[CH:12][C:11]1[O:10][CH2:9][CH:8]([C@H:17]3[CH2:22][CH2:21][C@H:20]([NH:23][C:36]([C:33]4[CH:34]=[CH:35][C:29]5[S:28][CH2:27][C:26](=[O:25])[NH:31][C:30]=5[CH:32]=4)=[O:37])[CH2:19][CH2:18]3)[N:7]([CH3:24])[C:6]2=1, predict the reactants needed to synthesize it. The reactants are: [CH3:1][O:2][C:3]1[N:4]=[C:5]2[C:14](=[CH:15][CH:16]=1)[N:13]=[CH:12][C:11]1[O:10][CH2:9][CH:8]([C@H:17]3[CH2:22][CH2:21][C@H:20]([NH2:23])[CH2:19][CH2:18]3)[N:7]([CH3:24])[C:6]2=1.[O:25]=[C:26]1[NH:31][C:30]2[CH:32]=[C:33]([C:36](O)=[O:37])[CH:34]=[CH:35][C:29]=2[S:28][CH2:27]1. (4) Given the product [NH2:25][C:11]1[C:10]([C:8]2[S:9][C:5]3[CH:4]=[CH:3][C:2]([NH:1][C:35]([NH:34][C:31]4[CH:32]=[CH:33][C:28]([Cl:27])=[C:29]([C:37]([F:39])([F:38])[F:40])[CH:30]=4)=[O:36])=[CH:26][C:6]=3[CH:7]=2)=[CH:15][C:14]([B:16]2[O:20][C:19]([CH3:22])([CH3:21])[C:18]([CH3:24])([CH3:23])[O:17]2)=[CH:13][N:12]=1, predict the reactants needed to synthesize it. The reactants are: [NH2:1][C:2]1[CH:3]=[CH:4][C:5]2[S:9][C:8]([C:10]3[C:11]([NH2:25])=[N:12][CH:13]=[C:14]([B:16]4[O:20][C:19]([CH3:22])([CH3:21])[C:18]([CH3:24])([CH3:23])[O:17]4)[CH:15]=3)=[CH:7][C:6]=2[CH:26]=1.[Cl:27][C:28]1[CH:33]=[CH:32][C:31]([N:34]=[C:35]=[O:36])=[CH:30][C:29]=1[C:37]([F:40])([F:39])[F:38]. (5) Given the product [Si:1]([O:19][CH2:18][CH:17]([OH:20])[CH2:16][CH:15]([C:21]1[NH:22][C:23]([C:34]2[CH:39]=[CH:38][CH:37]=[C:36]([F:40])[CH:35]=2)=[C:24]2[C:29](=[O:30])[N:28]([CH3:31])[C:27](=[O:32])[N:26]([CH3:33])[C:25]=12)[C:12]1[S:13][CH:14]=[C:10]([Cl:9])[N:11]=1)([C:4]([CH3:7])([CH3:6])[CH3:5])([CH3:3])[CH3:2], predict the reactants needed to synthesize it. The reactants are: [Si:1](Cl)([C:4]([CH3:7])([CH3:6])[CH3:5])([CH3:3])[CH3:2].[Cl:9][C:10]1[N:11]=[C:12]([CH:15]([C:21]2[NH:22][C:23]([C:34]3[CH:39]=[CH:38][CH:37]=[C:36]([F:40])[CH:35]=3)=[C:24]3[C:29](=[O:30])[N:28]([CH3:31])[C:27](=[O:32])[N:26]([CH3:33])[C:25]=23)[CH2:16][CH:17]([OH:20])[CH2:18][OH:19])[S:13][CH:14]=1.N1C=CN=C1. (6) Given the product [CH3:53][O:52][C@H:45]1[C:44]([CH3:55])([CH3:54])[O:43][C@@H:42]([O:10][C:11]2[C:20]([CH3:21])=[C:19]3[C:14]([CH:15]=[C:16]([NH:23][C:24](=[O:33])[O:25][CH2:26][C:27]4[CH:32]=[CH:31][CH:30]=[CH:29][CH:28]=4)[C:17](=[O:22])[O:18]3)=[CH:13][C:12]=2[O:34][CH2:35][CH2:36][CH3:37])[C@@H:47]2[O:48][C:49](=[O:51])[O:50][C@H:46]12, predict the reactants needed to synthesize it. The reactants are: B(F)(F)F.CCOCC.[OH:10][C:11]1[C:20]([CH3:21])=[C:19]2[C:14]([CH:15]=[C:16]([NH:23][C:24](=[O:33])[O:25][CH2:26][C:27]3[CH:32]=[CH:31][CH:30]=[CH:29][CH:28]=3)[C:17](=[O:22])[O:18]2)=[CH:13][C:12]=1[O:34][CH2:35][CH2:36][CH3:37].ClC(Cl)(Cl)C(=N)O[C@H:42]1[C@@H:47]2[O:48][C:49](=[O:51])[O:50][C@@H:46]2[C@@H:45]([O:52][CH3:53])[C:44]([CH3:55])([CH3:54])[O:43]1.C(N(CC)CC)C. (7) Given the product [O:30]=[C:23]([C:24]1[CH:29]=[CH:28][CH:27]=[CH:26][CH:25]=1)[CH2:31][CH2:32][C:33]([NH:15][C:16]1[CH:21]=[CH:20][C:19]([CH3:22])=[CH:18][CH:17]=1)=[O:34], predict the reactants needed to synthesize it. The reactants are: C(Cl)CCl.C1C=CC2N(O)N=NC=2C=1.[NH2:15][C:16]1[CH:21]=[CH:20][C:19]([CH3:22])=[CH:18][CH:17]=1.[C:23]([CH2:31][CH2:32][C:33](O)=[O:34])(=[O:30])[C:24]1[CH:29]=[CH:28][CH:27]=[CH:26][CH:25]=1.C(N(CC)CC)C. (8) Given the product [C:1](=[O:3])([S:4][CH2:5][CH2:6][C@H:7]([NH:11][C:12]([O:14][CH2:15][C:16]1[CH:21]=[CH:20][CH:19]=[CH:18][CH:17]=1)=[O:13])[C:8]([NH:22][CH2:23][CH2:24][CH2:25][CH2:26][CH2:27][OH:28])=[O:10])[CH3:2], predict the reactants needed to synthesize it. The reactants are: [C:1]([S:4][CH2:5][CH2:6][C@H:7]([NH:11][C:12]([O:14][CH2:15][C:16]1[CH:21]=[CH:20][CH:19]=[CH:18][CH:17]=1)=[O:13])[C:8]([OH:10])=O)(=[O:3])[CH3:2].[NH2:22][CH2:23][CH2:24][CH2:25][CH2:26][CH2:27][OH:28].C(Cl)CCl.C1C=CC2N(O)N=NC=2C=1. (9) Given the product [CH3:1][O:2][CH2:3][CH2:4][O:5][C:6]1[CH:7]=[C:8]2[C:12](=[C:13]([N:15]([CH3:25])[S:16]([C:19]3[CH:24]=[CH:23][CH:22]=[CH:21][N:20]=3)(=[O:18])=[O:17])[CH:14]=1)[NH:11][C:10]([C:26]1[S:27][C:28]([CH3:38])([CH2:31][N:32]3[CH2:37][CH2:36][S:35](=[O:39])[CH2:34][CH2:33]3)[CH2:29][N:30]=1)=[CH:9]2, predict the reactants needed to synthesize it. The reactants are: [CH3:1][O:2][CH2:3][CH2:4][O:5][C:6]1[CH:7]=[C:8]2[C:12](=[C:13]([N:15]([CH3:25])[S:16]([C:19]3[CH:24]=[CH:23][CH:22]=[CH:21][N:20]=3)(=[O:18])=[O:17])[CH:14]=1)[NH:11][C:10]([C:26]1[S:27][C:28]([CH3:38])([CH2:31][N:32]3[CH2:37][CH2:36][S:35][CH2:34][CH2:33]3)[CH2:29][N:30]=1)=[CH:9]2.[O:39]1CCCC1.OOS([O-])=O.[K+].S([O-])([O-])=O.[Na+].[Na+]. (10) Given the product [Cl:1][C:2]1[CH:3]=[C:4]([CH:9]2[CH2:12][C:11]3([CH2:17][CH2:16][N:15]([C:18]([NH:53][C:54]4[O:58][N:57]=[C:56]([CH3:59])[C:55]=4[CH3:60])=[O:19])[CH2:14][CH2:13]3)[CH:10]2[CH3:25])[CH:5]=[CH:6][C:7]=1[F:8], predict the reactants needed to synthesize it. The reactants are: [Cl:1][C:2]1[CH:3]=[C:4]([C:9]2(O)[CH2:12][C:11]3([CH2:17][CH2:16][N:15]([C:18](OC(C)(C)C)=[O:19])[CH2:14][CH2:13]3)[CH:10]2[CH3:25])[CH:5]=[CH:6][C:7]=1[F:8].C([SiH](CC)CC)C.B(F)(F)F.FC(F)(F)C(O)=O.C1(OC(=O)[NH:53][C:54]2[O:58][N:57]=[C:56]([CH3:59])[C:55]=2[CH3:60])C=CC=CC=1.C(N(CC)CC)C.